Dataset: Full USPTO retrosynthesis dataset with 1.9M reactions from patents (1976-2016). Task: Predict the reactants needed to synthesize the given product. (1) Given the product [CH2:1]([N:3]([CH2:4][CH2:5][OH:6])[CH2:8][CH2:9][CH2:10][O:11][C:12]1[CH:21]=[C:20]2[C:15]([C:16]([NH:22][C:23]3[CH:27]=[C:26]([CH2:28][C:29]([NH:31][C:32]4[CH:37]=[CH:36][CH:35]=[C:34]([F:38])[CH:33]=4)=[O:30])[NH:25][N:24]=3)=[N:17][CH:18]=[N:19]2)=[CH:14][C:13]=1[F:39])[CH3:2], predict the reactants needed to synthesize it. The reactants are: [CH2:1]([NH:3][CH2:4][CH2:5][OH:6])[CH3:2].Cl[CH2:8][CH2:9][CH2:10][O:11][C:12]1[CH:21]=[C:20]2[C:15]([C:16]([NH:22][C:23]3[CH:27]=[C:26]([CH2:28][C:29]([NH:31][C:32]4[CH:37]=[CH:36][CH:35]=[C:34]([F:38])[CH:33]=4)=[O:30])[NH:25][N:24]=3)=[N:17][CH:18]=[N:19]2)=[CH:14][C:13]=1[F:39]. (2) Given the product [N+:1]([C:4]1[N:8]=[CH:7][N:6]([C:9]([C:10]2[CH:15]=[CH:14][CH:13]=[CH:12][CH:11]=2)([C:22]2[CH:23]=[CH:24][CH:25]=[CH:26][CH:27]=2)[C:16]2[CH:17]=[CH:18][CH:19]=[CH:20][CH:21]=2)[N:5]=1)([O-:3])=[O:2], predict the reactants needed to synthesize it. The reactants are: [N+:1]([C:4]1[N:8]=[CH:7][NH:6][N:5]=1)([O-:3])=[O:2].[C:9](Cl)([C:22]1[CH:27]=[CH:26][CH:25]=[CH:24][CH:23]=1)([C:16]1[CH:21]=[CH:20][CH:19]=[CH:18][CH:17]=1)[C:10]1[CH:15]=[CH:14][CH:13]=[CH:12][CH:11]=1.C(N(C(C)C)CC)(C)C. (3) Given the product [ClH:1].[CH3:19][O:18][C:5]1([CH2:4][C:2]#[N:3])[CH2:10][CH2:9][NH:8][CH2:7][CH2:6]1, predict the reactants needed to synthesize it. The reactants are: [ClH:1].[C:2]([CH2:4][C:5]1([O:18][CH3:19])[CH2:10][CH2:9][N:8](C(OC(C)(C)C)=O)[CH2:7][CH2:6]1)#[N:3]. (4) Given the product [CH3:24][N:23]([CH3:25])[C:21]([C:4]1[N:5]([C:15]2[CH:20]=[CH:19][CH:18]=[CH:17][CH:16]=2)[C:6]2[C:11]([C:12](=[O:13])[C:3]=1[CH2:2][NH:1][C:37]([C:34]1[S:33][C:32]([N:26]3[CH2:31][CH2:30][O:29][CH2:28][CH2:27]3)=[N:36][CH:35]=1)=[O:38])=[CH:10][CH:9]=[C:8]([Cl:14])[CH:7]=2)=[O:22], predict the reactants needed to synthesize it. The reactants are: [NH2:1][CH2:2][C:3]1[C:12](=[O:13])[C:11]2[C:6](=[CH:7][C:8]([Cl:14])=[CH:9][CH:10]=2)[N:5]([C:15]2[CH:20]=[CH:19][CH:18]=[CH:17][CH:16]=2)[C:4]=1[C:21]([N:23]([CH3:25])[CH3:24])=[O:22].[N:26]1([C:32]2[S:33][C:34]([C:37](O)=[O:38])=[CH:35][N:36]=2)[CH2:31][CH2:30][O:29][CH2:28][CH2:27]1. (5) Given the product [CH:13]([CH2:24][C:22](=[CH2:23])[C:21]([OH:26])=[O:25])=[CH:14][C:15]1[CH:20]=[CH:19][CH:18]=[CH:17][CH:16]=1, predict the reactants needed to synthesize it. The reactants are: S(OOS([O-])(=O)=O)([O-])(=O)=O.[NH4+].[NH4+].[CH2:13]=[CH:14][C:15]1[CH:20]=[CH:19][CH:18]=[CH:17][CH:16]=1.[C:21]([OH:26])(=[O:25])[C:22]([CH3:24])=[CH2:23].[Na].S([O-])([O-])(=O)=O.C1OC1.C(O)(=O)C(C)=C. (6) Given the product [F:1][C:2]1[CH:3]=[C:4]([C:9]2[CH:18]=[C:17]3[C:12]([N:13]=[CH:14][C:15]([C:19]4[S:20][CH:21]=[CH:22][CH:23]=4)=[N:16]3)=[C:11]([C:24]([NH:31][CH2:32][C:33]([O:35][CH2:36][CH3:37])=[O:34])=[O:26])[C:10]=2[OH:27])[CH:5]=[CH:6][C:7]=1[F:8], predict the reactants needed to synthesize it. The reactants are: [F:1][C:2]1[CH:3]=[C:4]([C:9]2[C:10]([OH:27])=[C:11]([C:24]([OH:26])=O)[C:12]3[N:13]=[CH:14][C:15]([C:19]4[S:20][CH:21]=[CH:22][CH:23]=4)=[N:16][C:17]=3[CH:18]=2)[CH:5]=[CH:6][C:7]=1[F:8].Cl.C([NH:31][CH2:32][C:33]([OH:35])=[O:34])C.[CH2:36](N(CC)CC)[CH3:37].C1CN([P+](ON2N=NC3C=CC=CC2=3)(N2CCCC2)N2CCCC2)CC1.F[P-](F)(F)(F)(F)F.